This data is from Merck oncology drug combination screen with 23,052 pairs across 39 cell lines. The task is: Regression. Given two drug SMILES strings and cell line genomic features, predict the synergy score measuring deviation from expected non-interaction effect. (1) Drug 1: O=C(O)C1(Cc2cccc(Nc3nccs3)n2)CCC(Oc2cccc(Cl)c2F)CC1. Drug 2: Cn1cc(-c2cnn3c(N)c(Br)c(C4CCCNC4)nc23)cn1. Cell line: NCIH1650. Synergy scores: synergy=-3.75. (2) Drug 1: O=S1(=O)NC2(CN1CC(F)(F)F)C1CCC2Cc2cc(C=CCN3CCC(C(F)(F)F)CC3)ccc2C1. Drug 2: O=c1[nH]cc(F)c(=O)[nH]1. Cell line: MDAMB436. Synergy scores: synergy=4.40. (3) Drug 1: O=c1[nH]cc(F)c(=O)[nH]1. Drug 2: CC1(c2nc3c(C(N)=O)cccc3[nH]2)CCCN1. Cell line: RKO. Synergy scores: synergy=-2.68.